This data is from Reaction yield outcomes from USPTO patents with 853,638 reactions. The task is: Predict the reaction yield, written as a fraction of the theoretical maximum amount of product (1.0 means a 100% yield; for example, 0.34 means a 34% yield). The reactants are Cl[C:2]1[CH:7]=[C:6]([O:8][CH:9]([C:14]2[CH:19]=[CH:18][CH:17]=[CH:16][CH:15]=2)[C:10]([F:13])([F:12])[F:11])[N:5]=[CH:4][N:3]=1.B([C:23]1[CH:34]=[CH:33][C:26]([CH2:27][C@@H:28]([C:30]([OH:32])=[O:31])[NH2:29])=[CH:25][CH:24]=1)(O)O.C(#N)C.C(=O)([O-])[O-].[Na+].[Na+]. The catalyst is O. The product is [NH2:29][CH:28]([CH2:27][C:26]1[CH:33]=[CH:34][C:23]([C:2]2[CH:7]=[C:6]([O:8][CH:9]([C:14]3[CH:19]=[CH:18][CH:17]=[CH:16][CH:15]=3)[C:10]([F:13])([F:12])[F:11])[N:5]=[CH:4][N:3]=2)=[CH:24][CH:25]=1)[C:30]([OH:32])=[O:31]. The yield is 0.110.